This data is from Full USPTO retrosynthesis dataset with 1.9M reactions from patents (1976-2016). The task is: Predict the reactants needed to synthesize the given product. (1) Given the product [Cl:1][C:2]1[N:10]=[C:9]([CH3:11])[N:8]=[C:7]2[C:3]=1[N:4]([CH2:24][C:25]([NH2:29])=[O:27])[C:5](=[O:23])[N:6]2[C:12]1[CH:17]=[CH:16][C:15]([CH:18]([CH3:20])[CH3:19])=[CH:14][C:13]=1[S:21][CH3:22], predict the reactants needed to synthesize it. The reactants are: [Cl:1][C:2]1[N:10]=[C:9]([CH3:11])[N:8]=[C:7]2[C:3]=1[N:4]([CH2:24][C:25]([OH:27])=O)[C:5](=[O:23])[N:6]2[C:12]1[CH:17]=[CH:16][C:15]([CH:18]([CH3:20])[CH3:19])=[CH:14][C:13]=1[S:21][CH3:22].C[N:29]1CCOCC1.ClC(OCC(C)C)=O.N. (2) Given the product [CH:46]1([C:32]2[CH:31]=[C:30]([CH2:29][N:18]3[CH2:17][C:16]4([CH2:27][C:13]([C:8]56[CH2:7][CH2:6][C:5]([C:3]([O:2][CH3:1])=[O:4])([CH2:10][CH2:9]5)[CH2:12][CH2:11]6)=[N:14][O:15]4)[CH2:19]3)[CH:35]=[C:34]([O:36][CH2:37][CH3:38])[C:33]=2[C:39]2[CH:40]=[CH:41][C:42]([F:45])=[CH:43][CH:44]=2)[CH2:48][CH2:47]1, predict the reactants needed to synthesize it. The reactants are: [CH3:1][O:2][C:3]([C:5]12[CH2:12][CH2:11][C:8]([C:13]3[CH2:27][C:16]4([CH2:19][N:18](C(OC(C)(C)C)=O)[CH2:17]4)[O:15][N:14]=3)([CH2:9][CH2:10]1)[CH2:7][CH2:6]2)=[O:4].Br[CH2:29][C:30]1[CH:35]=[C:34]([O:36][CH2:37][CH3:38])[C:33]([C:39]2[CH:44]=[CH:43][C:42]([F:45])=[CH:41][CH:40]=2)=[C:32]([CH:46]2[CH2:48][CH2:47]2)[CH:31]=1. (3) Given the product [C:25]([O:29][C:30](=[O:37])[NH:31][C:32]([CH3:36])([CH3:35])[CH2:33][NH:1][CH:2]([C:6]1[N:15]([CH2:16][C:17]2[CH:18]=[CH:19][CH:20]=[CH:21][CH:22]=2)[C:14](=[O:23])[C:13]2[C:8](=[CH:9][C:10]([Cl:24])=[CH:11][CH:12]=2)[N:7]=1)[CH:3]([CH3:5])[CH3:4])([CH3:28])([CH3:27])[CH3:26], predict the reactants needed to synthesize it. The reactants are: [NH2:1][CH:2]([C:6]1[N:15]([CH2:16][C:17]2[CH:22]=[CH:21][CH:20]=[CH:19][CH:18]=2)[C:14](=[O:23])[C:13]2[C:8](=[CH:9][C:10]([Cl:24])=[CH:11][CH:12]=2)[N:7]=1)[CH:3]([CH3:5])[CH3:4].[C:25]([O:29][C:30](=[O:37])[NH:31][C:32]([CH3:36])([CH3:35])[CH:33]=O)([CH3:28])([CH3:27])[CH3:26].C(O[BH-](OC(=O)C)OC(=O)C)(=O)C.[Na+]. (4) Given the product [Cl:20][C:3]1[C:4]2=[N:5][CH:6]=[CH:7][C:8]([C:10]([OH:12])=[O:11])=[C:9]2[NH:1][CH:2]=1, predict the reactants needed to synthesize it. The reactants are: [NH:1]1[C:9]2[C:4](=[N:5][CH:6]=[CH:7][C:8]=2[C:10]([OH:12])=[O:11])[CH:3]=[CH:2]1.C1C(=O)N([Cl:20])C(=O)C1. (5) The reactants are: [OH-:1].[Na+].[CH:3]12[CH2:12][CH:7]3[CH2:8][CH:9]([CH2:11][CH:5]([CH2:6]3)[CH:4]1[NH:13][C:14]([C:16]1[CH:17]=[N:18][N:19]([C:25]3[CH:30]=[CH:29][C:28]([C:31]#N)=[CH:27][CH:26]=3)[C:20]=1[C:21]([F:24])([F:23])[F:22])=[O:15])[CH2:10]2.C[OH:34]. Given the product [CH:3]12[CH2:10][CH:9]3[CH2:8][CH:7]([CH2:6][CH:5]([CH2:11]3)[CH:4]1[NH:13][C:14]([C:16]1[CH:17]=[N:18][N:19]([C:25]3[CH:26]=[CH:27][C:28]([C:31]([OH:34])=[O:1])=[CH:29][CH:30]=3)[C:20]=1[C:21]([F:24])([F:23])[F:22])=[O:15])[CH2:12]2, predict the reactants needed to synthesize it. (6) Given the product [CH3:21][O:22][C:23]1[CH:24]=[C:25]([C@H:29]([NH:31][S:17]([C:12]2[CH:13]=[CH:14][CH:15]=[CH:16][C:11]=2[N+:8]([O-:10])=[O:9])(=[O:19])=[O:18])[CH3:30])[CH:26]=[CH:27][CH:28]=1, predict the reactants needed to synthesize it. The reactants are: C(N(CC)CC)C.[N+:8]([C:11]1[CH:16]=[CH:15][CH:14]=[CH:13][C:12]=1[S:17](Cl)(=[O:19])=[O:18])([O-:10])=[O:9].[CH3:21][O:22][C:23]1[CH:24]=[C:25]([C@H:29]([NH2:31])[CH3:30])[CH:26]=[CH:27][CH:28]=1. (7) The reactants are: [Br:1][C:2]1[N:7]=[C:6]([CH:8]([N:11]2[CH2:16][CH2:15][O:14][CH2:13][CH2:12]2)[CH2:9][OH:10])[CH:5]=[CH:4][CH:3]=1.[H-].[Na+].I[CH3:20].[NH4+].[Cl-]. Given the product [Br:1][C:2]1[N:7]=[C:6]([CH:8]([N:11]2[CH2:16][CH2:15][O:14][CH2:13][CH2:12]2)[CH2:9][O:10][CH3:20])[CH:5]=[CH:4][CH:3]=1, predict the reactants needed to synthesize it. (8) Given the product [Br:1][C:2]1[CH:3]=[C:4]2[N:11]=[CH:10][N:9]([CH2:14][CH3:15])[C:5]2=[N:6][C:7]=1[CH3:8], predict the reactants needed to synthesize it. The reactants are: [Br:1][C:2]1[CH:3]=[C:4]2[N:11]=[CH:10][NH:9][C:5]2=[N:6][C:7]=1[CH3:8].[H-].[Na+].[CH2:14](I)[CH3:15]. (9) Given the product [Cl:10][C:11]1[CH:16]=[CH:15][C:14]([CH2:17][CH2:18][O:1][C:2]2[CH:9]=[CH:8][C:5]([CH:6]=[O:7])=[CH:4][CH:3]=2)=[CH:13][CH:12]=1, predict the reactants needed to synthesize it. The reactants are: [OH:1][C:2]1[CH:9]=[CH:8][C:5]([CH:6]=[O:7])=[CH:4][CH:3]=1.[Cl:10][C:11]1[CH:16]=[CH:15][C:14]([CH2:17][CH2:18]O)=[CH:13][CH:12]=1.C1C=CC(P(C2C=CC=CC=2)C2C=CC=CC=2)=CC=1.CCOC(/N=N/C(OCC)=O)=O.